This data is from NCI-60 drug combinations with 297,098 pairs across 59 cell lines. The task is: Regression. Given two drug SMILES strings and cell line genomic features, predict the synergy score measuring deviation from expected non-interaction effect. Drug 2: C1C(C(OC1N2C=NC3=C2NC=NCC3O)CO)O. Synergy scores: CSS=-2.91, Synergy_ZIP=5.43, Synergy_Bliss=4.82, Synergy_Loewe=-2.01, Synergy_HSA=-2.90. Drug 1: CC1=C(C=C(C=C1)NC2=NC=CC(=N2)N(C)C3=CC4=NN(C(=C4C=C3)C)C)S(=O)(=O)N.Cl. Cell line: COLO 205.